Dataset: Catalyst prediction with 721,799 reactions and 888 catalyst types from USPTO. Task: Predict which catalyst facilitates the given reaction. (1) Reactant: [Br:1][C:2]1[CH:7]=[CH:6][C:5]([OH:8])=[CH:4][CH:3]=1.C(=O)([O-])[O-].[K+].[K+].[CH2:15](Br)[C:16]1[CH:21]=[CH:20][CH:19]=[CH:18][CH:17]=1. Product: [CH2:15]([O:8][C:5]1[CH:6]=[CH:7][C:2]([Br:1])=[CH:3][CH:4]=1)[C:16]1[CH:21]=[CH:20][CH:19]=[CH:18][CH:17]=1. The catalyst class is: 372. (2) Reactant: [NH2:1][CH2:2][CH2:3][CH2:4][CH2:5][CH2:6][C:7]([OH:9])=[O:8].[C:10]1(=O)[O:15][C:13](=[O:14])[C:12]2=[CH:16][CH:17]=[CH:18][CH:19]=[C:11]12.C(N(CC)CC)C. Product: [O:14]=[C:13]1[C:12]2[C:11](=[CH:19][CH:18]=[CH:17][CH:16]=2)[C:10](=[O:15])[N:1]1[CH2:2][CH2:3][CH2:4][CH2:5][CH2:6][C:7]([OH:9])=[O:8]. The catalyst class is: 11. (3) Reactant: [H-].[Na+].[C:3]([C:7]1[CH:8]=[C:9]([CH:12]=[C:13]([C:16]([CH3:19])([CH3:18])[CH3:17])[C:14]=1[OH:15])[CH:10]=[O:11])([CH3:6])([CH3:5])[CH3:4].[CH3:20]I. Product: [C:16]([C:13]1[CH:12]=[C:9]([CH:8]=[C:7]([C:3]([CH3:6])([CH3:5])[CH3:4])[C:14]=1[O:15][CH3:20])[CH:10]=[O:11])([CH3:19])([CH3:18])[CH3:17]. The catalyst class is: 7. (4) Reactant: [CH:1]1[C:10]2[C:5](=[CH:6][CH:7]=[CH:8][CH:9]=2)[CH:4]=[CH:3][C:2]=1[OH:11].Br[CH2:13][C:14]([OH:16])=[O:15]. Product: [CH:1]1[C:10]2[C:5](=[CH:6][CH:7]=[CH:8][CH:9]=2)[CH:4]=[CH:3][C:2]=1[O:11][CH2:13][C:14]([OH:16])=[O:15]. The catalyst class is: 573. (5) Reactant: [CH3:1][C:2]1[C:3]([C:12]([OH:14])=[O:13])=[CH:4][C:5]2[O:10][CH2:9][CH2:8][O:7][C:6]=2[CH:11]=1.S(Cl)(Cl)=O.Cl.[CH2:20](OCC)[CH3:21]. The catalyst class is: 8. Product: [CH3:1][C:2]1[C:3]([C:12]([O:14][CH2:20][CH3:21])=[O:13])=[CH:4][C:5]2[O:10][CH2:9][CH2:8][O:7][C:6]=2[CH:11]=1. (6) Product: [CH2:6]([C:5]([S:9]([C:12]1[CH:17]=[CH:16][C:15]([O:18][CH3:19])=[CH:14][CH:13]=1)(=[O:11])=[O:10])([CH2:20][CH:21]=[CH2:22])[C:4]([OH:23])=[O:3])[CH:7]=[CH2:8]. The catalyst class is: 273. Reactant: C([O:3][C:4](=[O:23])[C:5]([CH2:20][CH:21]=[CH2:22])([S:9]([C:12]1[CH:17]=[CH:16][C:15]([O:18][CH3:19])=[CH:14][CH:13]=1)(=[O:11])=[O:10])[CH2:6][CH:7]=[CH2:8])C.